The task is: Predict which catalyst facilitates the given reaction.. This data is from Catalyst prediction with 721,799 reactions and 888 catalyst types from USPTO. (1) Reactant: [CH3:1][S:2]([C:5]1[CH:6]=[CH:7][C:8]([O:14][CH2:15][C:16]([F:19])([F:18])[F:17])=[C:9]([CH:13]=1)[C:10]([OH:12])=O)(=[O:4])=[O:3].CN(C(ON1N=NC2C=CC=CC1=2)=[N+](C)C)C.[B-](F)(F)(F)F.C(N(C(C)C)C(C)C)C.[F:51][C:52]([F:66])([F:65])[C:53]1[CH:58]=[CH:57][C:56]([C:59]2[CH2:60][CH2:61][NH:62][CH2:63][CH:64]=2)=[CH:55][CH:54]=1. Product: [CH3:1][S:2]([C:5]1[CH:6]=[CH:7][C:8]([O:14][CH2:15][C:16]([F:19])([F:18])[F:17])=[C:9]([C:10]([N:62]2[CH2:61][CH:60]=[C:59]([C:56]3[CH:57]=[CH:58][C:53]([C:52]([F:51])([F:65])[F:66])=[CH:54][CH:55]=3)[CH2:64][CH2:63]2)=[O:12])[CH:13]=1)(=[O:3])=[O:4]. The catalyst class is: 9. (2) Reactant: [O:1]1[CH2:6][CH2:5][CH2:4][O:3][CH:2]1[CH2:7][CH2:8][C:9]([OH:11])=O.C1N=CN(C(N2C=NC=C2)=O)C=1.O/[N:25]=[C:26](\[NH2:37])/[C:27]1[CH:32]=[CH:31][C:30]([CH3:33])=[C:29]([N+:34]([O-:36])=[O:35])[CH:28]=1.O. Product: [O:3]1[CH2:4][CH2:5][CH2:6][O:1][CH:2]1[CH2:7][CH2:8][C:9]1[O:11][N:37]=[C:26]([C:27]2[CH:32]=[CH:31][C:30]([CH3:33])=[C:29]([N+:34]([O-:36])=[O:35])[CH:28]=2)[N:25]=1. The catalyst class is: 37. (3) Reactant: CO.[O:3]1[C:8]2[CH:9]=[CH:10][C:11]([CH2:13][N:14]([CH:22]3[CH2:27][CH2:26][N:25]([CH2:28][CH2:29][N:30]4[C:39]5[C:34](=[CH:35][CH:36]=[C:37]([C:40]6[CH:45]=[CH:44][CH:43]=[CH:42][CH:41]=6)[CH:38]=5)[C:33]([CH3:46])=[CH:32][C:31]4=[O:47])[CH2:24][CH2:23]3)C(=O)OC(C)(C)C)=[CH:12][C:7]=2[O:6][CH2:5][CH2:4]1.[ClH:48].C(OCC)(=O)C. Product: [ClH:48].[O:3]1[C:8]2[CH:9]=[CH:10][C:11]([CH2:13][NH:14][CH:22]3[CH2:23][CH2:24][N:25]([CH2:28][CH2:29][N:30]4[C:39]5[C:34](=[CH:35][CH:36]=[C:37]([C:40]6[CH:45]=[CH:44][CH:43]=[CH:42][CH:41]=6)[CH:38]=5)[C:33]([CH3:46])=[CH:32][C:31]4=[O:47])[CH2:26][CH2:27]3)=[CH:12][C:7]=2[O:6][CH2:5][CH2:4]1. The catalyst class is: 13. (4) Reactant: Br[C:2]1[O:3][C:4]2[C:24]([O:25]C(=O)C)=[C:23]([O:29][CH3:30])[CH:22]=[CH:21][C:5]=2[C:6]=1[C:7](=[O:20])[C:8]1[CH:13]=[C:12]([O:14][CH3:15])[C:11]([O:16][CH3:17])=[C:10]([O:18][CH3:19])[CH:9]=1.[CH3:31][S-:32].[Na+]. Product: [OH:25][C:24]1[C:4]2[O:3][C:2]([S:32][CH3:31])=[C:6]([C:7](=[O:20])[C:8]3[CH:13]=[C:12]([O:14][CH3:15])[C:11]([O:16][CH3:17])=[C:10]([O:18][CH3:19])[CH:9]=3)[C:5]=2[CH:21]=[CH:22][C:23]=1[O:29][CH3:30]. The catalyst class is: 5. (5) Reactant: [CH3:1][S:2]([C:5]1[CH:6]=[C:7]([CH:17]=[C:18]([N+:20]([O-])=O)[CH:19]=1)[O:8][CH2:9][CH2:10][N:11]1[CH2:16][CH2:15][O:14][CH2:13][CH2:12]1)(=[O:4])=[O:3]. Product: [CH3:1][S:2]([C:5]1[CH:19]=[C:18]([CH:17]=[C:7]([O:8][CH2:9][CH2:10][N:11]2[CH2:12][CH2:13][O:14][CH2:15][CH2:16]2)[CH:6]=1)[NH2:20])(=[O:3])=[O:4]. The catalyst class is: 29. (6) Reactant: [F:1][C:2]([F:15])([F:14])[C:3]1[CH:4]=[N:5][C:6]2[CH2:7][C:8](=O)[NH:9][CH2:10][C:11]=2[CH:12]=1.B. Product: [F:14][C:2]([F:1])([F:15])[C:3]1[CH:4]=[N:5][C:6]2[CH2:7][CH2:8][NH:9][CH2:10][C:11]=2[CH:12]=1. The catalyst class is: 1.